This data is from Ames mutagenicity test results for genotoxicity prediction. The task is: Regression/Classification. Given a drug SMILES string, predict its toxicity properties. Task type varies by dataset: regression for continuous values (e.g., LD50, hERG inhibition percentage) or binary classification for toxic/non-toxic outcomes (e.g., AMES mutagenicity, cardiotoxicity, hepatotoxicity). Dataset: ames. (1) The compound is CC(C)(COC[C@H]1CO1)COC[C@H]1CO1. The result is 1 (mutagenic). (2) The molecule is c1cc2c3c(c1)cc1ccc4cccc5cc(c3c1c45)CC2. The result is 1 (mutagenic). (3) The molecule is OP1(N(CCCl)CCCl)=NCCCO1. The result is 1 (mutagenic). (4) The drug is COP(=S)(OC)Oc1ccc(N=O)c(C)c1. The result is 1 (mutagenic).